Dataset: NCI-60 drug combinations with 297,098 pairs across 59 cell lines. Task: Regression. Given two drug SMILES strings and cell line genomic features, predict the synergy score measuring deviation from expected non-interaction effect. (1) Drug 1: CC1C(C(CC(O1)OC2CC(CC3=C2C(=C4C(=C3O)C(=O)C5=C(C4=O)C(=CC=C5)OC)O)(C(=O)CO)O)N)O.Cl. Drug 2: CN(CCCl)CCCl.Cl. Cell line: SK-MEL-5. Synergy scores: CSS=53.7, Synergy_ZIP=-5.30, Synergy_Bliss=-1.87, Synergy_Loewe=-21.7, Synergy_HSA=0.769. (2) Drug 1: CS(=O)(=O)CCNCC1=CC=C(O1)C2=CC3=C(C=C2)N=CN=C3NC4=CC(=C(C=C4)OCC5=CC(=CC=C5)F)Cl. Drug 2: CC1C(C(CC(O1)OC2CC(CC3=C2C(=C4C(=C3O)C(=O)C5=CC=CC=C5C4=O)O)(C(=O)C)O)N)O. Cell line: MDA-MB-231. Synergy scores: CSS=42.3, Synergy_ZIP=-6.28, Synergy_Bliss=-0.326, Synergy_Loewe=-8.03, Synergy_HSA=1.40. (3) Drug 1: C1CN1C2=NC(=NC(=N2)N3CC3)N4CC4. Drug 2: C1=CC=C(C(=C1)C(C2=CC=C(C=C2)Cl)C(Cl)Cl)Cl. Cell line: NCI-H322M. Synergy scores: CSS=1.17, Synergy_ZIP=-1.46, Synergy_Bliss=-1.80, Synergy_Loewe=-3.43, Synergy_HSA=-2.49. (4) Drug 1: CCC1(CC2CC(C3=C(CCN(C2)C1)C4=CC=CC=C4N3)(C5=C(C=C6C(=C5)C78CCN9C7C(C=CC9)(C(C(C8N6C)(C(=O)OC)O)OC(=O)C)CC)OC)C(=O)OC)O.OS(=O)(=O)O. Drug 2: CCC1(C2=C(COC1=O)C(=O)N3CC4=CC5=C(C=CC(=C5CN(C)C)O)N=C4C3=C2)O.Cl. Cell line: UACC-257. Synergy scores: CSS=0.826, Synergy_ZIP=-4.16, Synergy_Bliss=0.106, Synergy_Loewe=-9.14, Synergy_HSA=-1.78. (5) Drug 1: CC12CCC3C(C1CCC2O)C(CC4=C3C=CC(=C4)O)CCCCCCCCCS(=O)CCCC(C(F)(F)F)(F)F. Drug 2: CC1=C2C(C(=O)C3(C(CC4C(C3C(C(C2(C)C)(CC1OC(=O)C(C(C5=CC=CC=C5)NC(=O)OC(C)(C)C)O)O)OC(=O)C6=CC=CC=C6)(CO4)OC(=O)C)O)C)O. Cell line: SNB-19. Synergy scores: CSS=2.54, Synergy_ZIP=12.7, Synergy_Bliss=22.8, Synergy_Loewe=8.30, Synergy_HSA=9.34. (6) Drug 1: CS(=O)(=O)OCCCCOS(=O)(=O)C. Drug 2: N.N.Cl[Pt+2]Cl. Cell line: COLO 205. Synergy scores: CSS=23.0, Synergy_ZIP=-5.94, Synergy_Bliss=-0.669, Synergy_Loewe=-1.48, Synergy_HSA=3.11.